From a dataset of NCI-60 drug combinations with 297,098 pairs across 59 cell lines. Regression. Given two drug SMILES strings and cell line genomic features, predict the synergy score measuring deviation from expected non-interaction effect. (1) Drug 1: C1=NC2=C(N=C(N=C2N1C3C(C(C(O3)CO)O)O)F)N. Drug 2: C1CNP(=O)(OC1)N(CCCl)CCCl. Cell line: ACHN. Synergy scores: CSS=1.15, Synergy_ZIP=0.0750, Synergy_Bliss=1.29, Synergy_Loewe=-2.70, Synergy_HSA=-0.875. (2) Drug 1: CC1=CC2C(CCC3(C2CCC3(C(=O)C)OC(=O)C)C)C4(C1=CC(=O)CC4)C. Drug 2: CS(=O)(=O)OCCCCOS(=O)(=O)C. Cell line: SK-MEL-5. Synergy scores: CSS=-2.38, Synergy_ZIP=4.79, Synergy_Bliss=7.61, Synergy_Loewe=-5.33, Synergy_HSA=-2.51. (3) Drug 1: C1CC(=O)NC(=O)C1N2C(=O)C3=CC=CC=C3C2=O. Drug 2: C(CCl)NC(=O)N(CCCl)N=O. Cell line: SF-268. Synergy scores: CSS=9.52, Synergy_ZIP=-6.39, Synergy_Bliss=-9.11, Synergy_Loewe=-17.9, Synergy_HSA=-5.43. (4) Drug 1: C(=O)(N)NO. Drug 2: C1=NC2=C(N1)C(=S)N=CN2. Cell line: NCI-H226. Synergy scores: CSS=22.5, Synergy_ZIP=1.76, Synergy_Bliss=1.90, Synergy_Loewe=-12.5, Synergy_HSA=2.37. (5) Drug 1: C1=CC(=CC=C1C#N)C(C2=CC=C(C=C2)C#N)N3C=NC=N3. Drug 2: CCC1(CC2CC(C3=C(CCN(C2)C1)C4=CC=CC=C4N3)(C5=C(C=C6C(=C5)C78CCN9C7C(C=CC9)(C(C(C8N6C=O)(C(=O)OC)O)OC(=O)C)CC)OC)C(=O)OC)O.OS(=O)(=O)O. Cell line: NCI/ADR-RES. Synergy scores: CSS=2.76, Synergy_ZIP=2.89, Synergy_Bliss=-5.18, Synergy_Loewe=-1.77, Synergy_HSA=-3.69. (6) Drug 1: CN1CCC(CC1)COC2=C(C=C3C(=C2)N=CN=C3NC4=C(C=C(C=C4)Br)F)OC. Synergy scores: CSS=12.5, Synergy_ZIP=-2.21, Synergy_Bliss=0.711, Synergy_Loewe=-0.989, Synergy_HSA=1.23. Cell line: SNB-75. Drug 2: C(=O)(N)NO. (7) Drug 1: CC1CCC2CC(C(=CC=CC=CC(CC(C(=O)C(C(C(=CC(C(=O)CC(OC(=O)C3CCCCN3C(=O)C(=O)C1(O2)O)C(C)CC4CCC(C(C4)OC)O)C)C)O)OC)C)C)C)OC. Drug 2: C1CNP(=O)(OC1)N(CCCl)CCCl. Cell line: KM12. Synergy scores: CSS=3.48, Synergy_ZIP=-6.71, Synergy_Bliss=-2.57, Synergy_Loewe=-26.1, Synergy_HSA=-2.96. (8) Drug 1: C1CCN(CC1)CCOC2=CC=C(C=C2)C(=O)C3=C(SC4=C3C=CC(=C4)O)C5=CC=C(C=C5)O. Drug 2: C1C(C(OC1N2C=NC(=NC2=O)N)CO)O. Cell line: 786-0. Synergy scores: CSS=4.16, Synergy_ZIP=-3.47, Synergy_Bliss=-1.97, Synergy_Loewe=-9.97, Synergy_HSA=-3.03.